From a dataset of Drug-target binding data from BindingDB using Ki measurements. Regression. Given a target protein amino acid sequence and a drug SMILES string, predict the binding affinity score between them. We predict pKi (pKi = -log10(Ki in M); higher means stronger inhibition). Dataset: bindingdb_ki. (1) The small molecule is CC(=O)N1N=C(c2ccc(O)cc2O)CC1c1ccccc1C. The target protein (P21398) has sequence MESLQKTSDAGQMFDVVVIGGGISGLSAAKLLAEHEVNVLVLEARERVGGRTYTVRNEHVDYVDVGGAYVGPTQNRILRLSKQLGLETYKVNVNERLVHYVKGKTYPFRGAFPPVWNPIAYLDYNNLWRTMDNMGKEIPADAPWEAPHAVEWDKMTMKDLIEKICWTKTARQFASLFVNINVTSEPHEVSALWFLWYVKQCGGTTRIFSITNGGQERKFVGGSGQVSERIMQLLGDRVKLRSPVTYVDQSSENITVETLNRELYECRYVISAIPPTLTAKIHFRPELPSERNQLIQRLPMGAVIKCMMYYKEAFWKKKDYCGCMIIEDEEAPISITLDDTKPDGSLPAIMGFILARKADRLAKVHKDIRKRKICELYAKVLGSQEALHPVHYEEKNWCQEQYSGGCYTAYFPPGIMTQYGRVIRQPVGRIYFAGTETATQWSGYMEGAVEAGERAAREVLNALGKLSAKDIWIQEPEAEDVPAVEITPSFWERNLPSVSG.... The pKi is 7.3. (2) The compound is CC[C@@H](CO)NC(=O)[C@@H]1C=C2c3cccc4c3c(cn4C)C[C@H]2N(C)C1. The target protein (P30939) has sequence MDFLNSSDQNLTSEELLNRMPSKILVSLTLSGLALMTTTINSLVIAAIIVTRKLHHPANYLICSLAVTDFLVAVLVMPFSIVYIVRESWIMGQVVCDIWLSVDITCCTCSILHLSAIALDRYRAITDAVEYARKRTPKHAGIMITIVWIISVFISMPPLFWRHQGTSRDDECIIKHDHIVSTIYSTFGAFYIPLALILILYYKIYRAAKTLYHKRQASRIAKEEVNGQVLLESGEKSTKSVSTSYVLEKSLSDPSTDFDKIHSTVRSLRSEFKHEKSWRRQKISGTRERKAATTLGLILGAFVICWLPFFVKELVVNVCDKCKISEEMSNFLAWLGYLNSLINPLIYTIFNEDFKKAFQKLVRCRC. The pKi is 7.5.